Task: Predict the reaction yield, written as a fraction of the theoretical maximum amount of product (1.0 means a 100% yield; for example, 0.34 means a 34% yield).. Dataset: Reaction yield outcomes from USPTO patents with 853,638 reactions The reactants are CON(C)[C:4](=[O:30])[CH2:5][CH:6]1[S:10][C:9]([C:11]2[NH:12][C:13]3[C:18]([CH:19]=2)=[CH:17][CH:16]=[CH:15][C:14]=3[N:20]([CH3:29])[S:21]([C:24]2[S:25][CH:26]=[CH:27][CH:28]=2)(=[O:23])=[O:22])=[N:8][CH2:7]1.O1CCC[CH2:33]1.C[Mg]Br.C(O)(=O)CC(CC(O)=O)(C(O)=O)O. The catalyst is O1CCCC1. The product is [CH3:29][N:20]([C:14]1[CH:15]=[CH:16][CH:17]=[C:18]2[C:13]=1[NH:12][C:11]([C:9]1[S:10][CH:6]([CH2:5][C:4](=[O:30])[CH3:33])[CH2:7][N:8]=1)=[CH:19]2)[S:21]([C:24]1[S:25][CH:26]=[CH:27][CH:28]=1)(=[O:23])=[O:22]. The yield is 0.670.